Dataset: Full USPTO retrosynthesis dataset with 1.9M reactions from patents (1976-2016). Task: Predict the reactants needed to synthesize the given product. Given the product [OH:7][C:6]([C:8]1[CH:9]=[CH:10][C:11]([NH:14][C:15](=[O:40])[C:16]2[CH:21]=[C:20]([CH2:22][C:23]3[C:24](=[O:35])[C:25]([O:33][CH3:34])=[C:26]([O:31][CH3:32])[C:27](=[O:30])[C:28]=3[CH3:29])[CH:19]=[CH:18][C:17]=2[O:36][C:37](=[O:39])[CH3:38])=[N:12][CH:13]=1)=[O:5], predict the reactants needed to synthesize it. The reactants are: C([O:5][C:6]([C:8]1[CH:9]=[CH:10][C:11]([NH:14][C:15](=[O:40])[C:16]2[CH:21]=[C:20]([CH2:22][C:23]3[C:24](=[O:35])[C:25]([O:33][CH3:34])=[C:26]([O:31][CH3:32])[C:27](=[O:30])[C:28]=3[CH3:29])[CH:19]=[CH:18][C:17]=2[O:36][C:37](=[O:39])[CH3:38])=[N:12][CH:13]=1)=[O:7])(C)(C)C.